Dataset: Full USPTO retrosynthesis dataset with 1.9M reactions from patents (1976-2016). Task: Predict the reactants needed to synthesize the given product. (1) Given the product [CH2:10]=[C:9]([C:5]1[CH:4]=[N:3][C:2]([NH2:1])=[N:7][CH:6]=1)[CH3:11], predict the reactants needed to synthesize it. The reactants are: [NH2:1][C:2]1[N:7]=[CH:6][C:5](Br)=[CH:4][N:3]=1.[C:9](B1OC(C)(C)C(C)(C)O1)([CH3:11])=[CH2:10].C(=O)([O-])[O-].[Na+].[Na+]. (2) Given the product [CH2:1]([N:3]1[C:11]2[CH:10]=[CH:9][N:8]=[CH:7][C:6]=2[N:5]=[C:4]1[C:12]1[C:13]([NH2:21])=[N:14][O:17][N:15]=1)[CH3:2], predict the reactants needed to synthesize it. The reactants are: [CH2:1]([N:3]1[C:11]2[CH:10]=[CH:9][N:8]=[CH:7][C:6]=2[N:5]=[C:4]1[CH2:12][C:13]#[N:14])[CH3:2].[N:15]([O-:17])=O.[Na+].[OH-].[Na+].[NH2:21]O. (3) The reactants are: [CH3:1][C:2]1[CH:10]=[CH:9][C:8]([N:11]([CH3:20])[S:12]([C:15]2[S:16][CH:17]=[CH:18][CH:19]=2)(=[O:14])=[O:13])=[C:7]2[C:3]=1[CH:4]=[C:5]([C:21]1[S:22][CH:23]([CH2:26][C:27]([O:29]CC)=[O:28])[CH2:24][N:25]=1)[NH:6]2.[OH-].[K+].C(O)(=O)CC(CC(O)=O)(C(O)=O)O. Given the product [CH3:1][C:2]1[CH:10]=[CH:9][C:8]([N:11]([CH3:20])[S:12]([C:15]2[S:16][CH:17]=[CH:18][CH:19]=2)(=[O:14])=[O:13])=[C:7]2[C:3]=1[CH:4]=[C:5]([C:21]1[S:22][CH:23]([CH2:26][C:27]([OH:29])=[O:28])[CH2:24][N:25]=1)[NH:6]2, predict the reactants needed to synthesize it. (4) Given the product [F:35][C:30]1[CH:31]=[CH:32][CH:33]=[CH:34][C:29]=1[C:28]1[N:18]2[N:17]=[C:16]([NH:15][C:5]3[CH:6]=[CH:7][C:8]([N:9]4[CH:13]=[C:12]([CH3:14])[N:11]=[CH:10]4)=[C:3]([O:2][CH3:1])[CH:4]=3)[N:20]=[C:19]2[N:21]=[CH:26][C:25]=1[C:24]#[N:23], predict the reactants needed to synthesize it. The reactants are: [CH3:1][O:2][C:3]1[CH:4]=[C:5]([NH:15][C:16]2[NH:20][C:19]([NH2:21])=[N:18][N:17]=2)[CH:6]=[CH:7][C:8]=1[N:9]1[CH:13]=[C:12]([CH3:14])[N:11]=[CH:10]1.C[N:23](C)/[CH:24]=[C:25](/[C:28](=O)[C:29]1[CH:34]=[CH:33][CH:32]=[CH:31][C:30]=1[F:35])\[C:26]#N.